From a dataset of Full USPTO retrosynthesis dataset with 1.9M reactions from patents (1976-2016). Predict the reactants needed to synthesize the given product. (1) Given the product [CH2:28]([S:25]([O:24][C:21]1[CH:22]=[CH:23][C:18]([CH2:17][CH2:16][CH2:15][C:13]2[CH:12]=[CH:11][C:10]([CH2:34][CH2:35][C:36]([O:38][CH3:39])=[O:37])=[C:9]([OH:8])[CH:14]=2)=[CH:19][C:20]=1[O:32][CH3:33])(=[O:27])=[O:26])[CH2:29][CH2:30][CH3:31], predict the reactants needed to synthesize it. The reactants are: C([O:8][C:9]1[CH:14]=[C:13](/[CH:15]=[CH:16]/[CH2:17][C:18]2[CH:23]=[CH:22][C:21]([O:24][S:25]([CH2:28][CH2:29][CH2:30][CH3:31])(=[O:27])=[O:26])=[C:20]([O:32][CH3:33])[CH:19]=2)[CH:12]=[CH:11][C:10]=1/[CH:34]=[CH:35]/[C:36]([O:38][CH3:39])=[O:37])C1C=CC=CC=1.[H][H]. (2) Given the product [F:18][C:4]1([F:3])[CH2:9][CH2:8][N:7]([C:10]([O:12][C:13]([CH3:15])([CH3:14])[CH3:16])=[O:11])[CH2:6][C@@H:5]1[O:17][C:20]1[CH:29]=[CH:28][C:27]2[C:22](=[CH:23][CH:24]=[CH:25][CH:26]=2)[N:21]=1, predict the reactants needed to synthesize it. The reactants are: [H-].[Na+].[F:3][C:4]1([F:18])[CH2:9][CH2:8][N:7]([C:10]([O:12][C:13]([CH3:16])([CH3:15])[CH3:14])=[O:11])[CH2:6][C@@H:5]1[OH:17].Cl[C:20]1[CH:29]=[CH:28][C:27]2[C:22](=[CH:23][CH:24]=[CH:25][CH:26]=2)[N:21]=1. (3) Given the product [CH:19]1([N:16]2[CH2:17][CH2:18][C:11]3([CH2:12][CH2:13][N:8]([C:5]4[N:6]=[N:7][C:2]([C:28](=[O:30])[CH3:29])=[CH:3][CH:4]=4)[CH2:9][CH2:10]3)[CH2:14][CH2:15]2)[CH2:22][CH2:21][CH2:20]1, predict the reactants needed to synthesize it. The reactants are: Cl[C:2]1[N:7]=[N:6][C:5]([N:8]2[CH2:13][CH2:12][C:11]3([CH2:18][CH2:17][N:16]([CH:19]4[CH2:22][CH2:21][CH2:20]4)[CH2:15][CH2:14]3)[CH2:10][CH2:9]2)=[CH:4][CH:3]=1.C([Sn](CCCC)(CCCC)[C:28]([O:30]CC)=[CH2:29])CCC. (4) Given the product [Br:22][C:19]1[CH:18]=[C:17]2[C:16]([CH:5]([CH3:4])[C:6](=[O:7])[NH:23]2)=[CH:21][CH:20]=1, predict the reactants needed to synthesize it. The reactants are: [H-].[Na+].C[CH2:4][CH:5](C(OCC)=O)[C:6](OC)=[O:7].Br[C:16]1[CH:21]=[CH:20][C:19]([Br:22])=[CH:18][C:17]=1[N+:23]([O-])=O. (5) The reactants are: [NH3:1].Cl[C:3]1[CH:8]=[C:7]([C:9]2[CH:14]=[CH:13][CH:12]=[CH:11][C:10]=2[O:15][CH3:16])[N:6]=[CH:5][N:4]=1. Given the product [CH3:16][O:15][C:10]1[CH:11]=[CH:12][CH:13]=[CH:14][C:9]=1[C:7]1[N:6]=[CH:5][N:4]=[C:3]([NH2:1])[CH:8]=1, predict the reactants needed to synthesize it. (6) Given the product [Br:1][CH2:35][CH2:36][C@@H:37]([NH:46][C:47]([O:49][C:50]([CH3:53])([CH3:52])[CH3:51])=[O:48])[C:38]([O:40][CH:41]1[CH2:45][CH2:44][CH2:43][CH2:42]1)=[O:39], predict the reactants needed to synthesize it. The reactants are: [Br:1]N1C(=O)CCC1=O.C1(P(C2C=CC=CC=2)C2C=CC=CC=2)C=CC=CC=1.N1C=CC=CC=1.O[CH2:35][CH2:36][C@@H:37]([NH:46][C:47]([O:49][C:50]([CH3:53])([CH3:52])[CH3:51])=[O:48])[C:38]([O:40][CH:41]1[CH2:45][CH2:44][CH2:43][CH2:42]1)=[O:39].